Predict the reactants needed to synthesize the given product. From a dataset of Full USPTO retrosynthesis dataset with 1.9M reactions from patents (1976-2016). (1) Given the product [CH:29]1[C:30]2[CH2:21][CH2:22][CH2:23][CH2:24][C:25]=2[CH:26]=[CH:27][C:28]=1[O:1][CH2:2][CH2:3][CH2:4][C:5]1[C:13]2[C:8]3=[C:9]([S:14][CH2:15][CH2:16][N:7]3[C:6]=1[C:17]([OH:19])=[O:18])[CH:10]=[CH:11][CH:12]=2, predict the reactants needed to synthesize it. The reactants are: [OH:1][CH2:2][CH2:3][CH2:4][C:5]1[C:13]2[C:8]3=[C:9]([S:14][CH2:15][CH2:16][N:7]3[C:6]=1[C:17]([O:19]C)=[O:18])[CH:10]=[CH:11][CH:12]=2.[C:21]1(O)[C:30]2[C:25](=[CH:26][CH:27]=[CH:28][CH:29]=2)[CH:24]=[CH:23][CH:22]=1.C1C2CCCCC=2C=CC=1O. (2) Given the product [CH:4]1([N:9]2[C:18]3[N:17]=[C:16]([NH:19][C:20]4[CH:29]=[CH:28][C:23]([C:24]([O:26][CH3:27])=[O:25])=[CH:22][C:21]=4[O:30][CH3:31])[N:15]=[CH:14][C:13]=3[N:12]([CH3:32])[CH2:11][C@H:10]2[CH:34]2[CH2:35][CH2:36]2)[CH2:8][CH2:7][CH2:6][CH2:5]1, predict the reactants needed to synthesize it. The reactants are: S(C)C.[CH:4]1([N:9]2[C:18]3[N:17]=[C:16]([NH:19][C:20]4[CH:29]=[CH:28][C:23]([C:24]([O:26][CH3:27])=[O:25])=[CH:22][C:21]=4[O:30][CH3:31])[N:15]=[CH:14][C:13]=3[N:12]([CH3:32])[C:11](=O)[C@H:10]2[CH:34]2[CH2:36][CH2:35]2)[CH2:8][CH2:7][CH2:6][CH2:5]1.Cl. (3) Given the product [C:5]([NH:8][C:9]1[C:10]([F:31])=[CH:11][C:12]([NH2:28])=[C:13]([CH:27]=1)[O:14][C:15]1[CH:26]=[CH:25][CH:24]=[CH:23][C:16]=1[O:17][CH2:18][C:19]([O:21][CH3:22])=[O:20])(=[O:7])[CH3:6], predict the reactants needed to synthesize it. The reactants are: C(O)(=O)C.[C:5]([NH:8][C:9]1[C:10]([F:31])=[CH:11][C:12]([N+:28]([O-])=O)=[C:13]([CH:27]=1)[O:14][C:15]1[CH:26]=[CH:25][CH:24]=[CH:23][C:16]=1[O:17][CH2:18][C:19]([O:21][CH3:22])=[O:20])(=[O:7])[CH3:6]. (4) Given the product [CH3:1][C:2]([CH3:20])([CH2:3][NH:4][C:5]1[C:14]2[C:9](=[CH:10][CH:11]=[CH:12][CH:13]=2)[N:8]=[CH:7][C:6]=1[N+:15]([O-:17])=[O:16])[CH2:18][NH:19][C:23](=[O:24])[O:25][C:26]([CH3:29])([CH3:28])[CH3:27], predict the reactants needed to synthesize it. The reactants are: [CH3:1][C:2]([CH3:20])([CH2:18][NH2:19])[CH2:3][NH:4][C:5]1[C:14]2[C:9](=[CH:10][CH:11]=[CH:12][CH:13]=2)[N:8]=[CH:7][C:6]=1[N+:15]([O-:17])=[O:16].[OH-].[Na+].[C:23](O[C:23]([O:25][C:26]([CH3:29])([CH3:28])[CH3:27])=[O:24])([O:25][C:26]([CH3:29])([CH3:28])[CH3:27])=[O:24].